From a dataset of NCI-60 drug combinations with 297,098 pairs across 59 cell lines. Regression. Given two drug SMILES strings and cell line genomic features, predict the synergy score measuring deviation from expected non-interaction effect. (1) Drug 1: C1CNP(=O)(OC1)N(CCCl)CCCl. Drug 2: C1CC(CNC1)C2=CC=C(C=C2)N3C=C4C=CC=C(C4=N3)C(=O)N. Cell line: NCI-H460. Synergy scores: CSS=5.13, Synergy_ZIP=-2.58, Synergy_Bliss=-0.729, Synergy_Loewe=0.815, Synergy_HSA=1.10. (2) Drug 1: C1CCC(C1)C(CC#N)N2C=C(C=N2)C3=C4C=CNC4=NC=N3. Drug 2: CC(CN1CC(=O)NC(=O)C1)N2CC(=O)NC(=O)C2. Cell line: MALME-3M. Synergy scores: CSS=3.73, Synergy_ZIP=-3.06, Synergy_Bliss=3.50, Synergy_Loewe=1.45, Synergy_HSA=1.86. (3) Drug 1: C1=CN(C(=O)N=C1N)C2C(C(C(O2)CO)O)(F)F. Drug 2: C1CC(CNC1)C2=CC=C(C=C2)N3C=C4C=CC=C(C4=N3)C(=O)N. Cell line: SK-OV-3. Synergy scores: CSS=39.0, Synergy_ZIP=1.82, Synergy_Bliss=1.48, Synergy_Loewe=-46.6, Synergy_HSA=2.86. (4) Drug 1: CC1=CC=C(C=C1)C2=CC(=NN2C3=CC=C(C=C3)S(=O)(=O)N)C(F)(F)F. Drug 2: C1=NC2=C(N1)C(=S)N=CN2. Cell line: EKVX. Synergy scores: CSS=12.0, Synergy_ZIP=-3.02, Synergy_Bliss=-2.89, Synergy_Loewe=0.0994, Synergy_HSA=0.366. (5) Drug 2: C1=CN(C(=O)N=C1N)C2C(C(C(O2)CO)O)O.Cl. Cell line: NCI-H322M. Synergy scores: CSS=3.51, Synergy_ZIP=2.60, Synergy_Bliss=3.18, Synergy_Loewe=-10.8, Synergy_HSA=-2.55. Drug 1: CCCS(=O)(=O)NC1=C(C(=C(C=C1)F)C(=O)C2=CNC3=C2C=C(C=N3)C4=CC=C(C=C4)Cl)F. (6) Drug 1: CC(C)(C#N)C1=CC(=CC(=C1)CN2C=NC=N2)C(C)(C)C#N. Drug 2: C1=NC2=C(N1)C(=S)N=CN2. Cell line: MCF7. Synergy scores: CSS=34.7, Synergy_ZIP=-0.289, Synergy_Bliss=0.540, Synergy_Loewe=-2.47, Synergy_HSA=-0.697.